Dataset: Full USPTO retrosynthesis dataset with 1.9M reactions from patents (1976-2016). Task: Predict the reactants needed to synthesize the given product. (1) Given the product [F:19][C:20]1[CH:21]=[C:22]2[C:26](=[CH:27][CH:28]=1)[N:25]([CH2:40][C:37]1[CH:38]=[CH:39][N:34]=[CH:35][CH:36]=1)[C:24]([C:29]([O:31][CH2:32][CH3:33])=[O:30])=[CH:23]2, predict the reactants needed to synthesize it. The reactants are: N(C(N1CCCCC1)=O)=NC(N1CCCCC1)=O.[F:19][C:20]1[CH:21]=[C:22]2[C:26](=[CH:27][CH:28]=1)[NH:25][C:24]([C:29]([O:31][CH2:32][CH3:33])=[O:30])=[CH:23]2.[N:34]1[CH:39]=[CH:38][C:37]([CH2:40]O)=[CH:36][CH:35]=1. (2) Given the product [C:1]([C:3]1[CH:8]=[CH:7][C:6]([CH:9]2[N:14]([CH2:15][C:16]([N:46]([CH2:47][CH2:48][OH:49])[CH3:45])=[O:18])[C:13](=[O:19])[N:12]([C:20]3[CH:25]=[CH:24][CH:23]=[C:22]([C:26]([F:29])([F:28])[F:27])[CH:21]=3)[C:11]3[CH2:30][CH2:31][C:32](=[O:33])[C:10]2=3)=[C:5]([S:34]([CH3:37])(=[O:36])=[O:35])[CH:4]=1)#[N:2], predict the reactants needed to synthesize it. The reactants are: [C:1]([C:3]1[CH:8]=[CH:7][C:6]([CH:9]2[N:14]([CH2:15][C:16]([OH:18])=O)[C:13](=[O:19])[N:12]([C:20]3[CH:25]=[CH:24][CH:23]=[C:22]([C:26]([F:29])([F:28])[F:27])[CH:21]=3)[C:11]3[CH2:30][CH2:31][C:32](=[O:33])[C:10]2=3)=[C:5]([S:34]([CH3:37])(=[O:36])=[O:35])[CH:4]=1)#[N:2].C(N(CC)CC)C.[CH3:45][NH:46][CH2:47][CH2:48][OH:49].